From a dataset of Full USPTO retrosynthesis dataset with 1.9M reactions from patents (1976-2016). Predict the reactants needed to synthesize the given product. Given the product [C:23]([C:20]1[CH:21]=[C:22]2[C:17]([CH2:16][C:15]([CH3:26])([CH3:25])[C@H:14]2[NH:13][C:11]([C:6]2[NH:7][C:8]3[C:4]([CH:5]=2)=[CH:3][C:2]([NH:1][CH2:30][CH2:29][O:28][CH3:27])=[CH:10][CH:9]=3)=[O:12])=[CH:18][CH:19]=1)#[N:24], predict the reactants needed to synthesize it. The reactants are: [NH2:1][C:2]1[CH:3]=[C:4]2[C:8](=[CH:9][CH:10]=1)[NH:7][C:6]([C:11]([NH:13][C@H:14]1[C:22]3[C:17](=[CH:18][CH:19]=[C:20]([C:23]#[N:24])[CH:21]=3)[CH2:16][C:15]1([CH3:26])[CH3:25])=[O:12])=[CH:5]2.[CH3:27][O:28][CH2:29][CH:30]=O.